From a dataset of TCR-epitope binding with 47,182 pairs between 192 epitopes and 23,139 TCRs. Binary Classification. Given a T-cell receptor sequence (or CDR3 region) and an epitope sequence, predict whether binding occurs between them. Result: 1 (the TCR binds to the epitope). The TCR CDR3 sequence is CASSLWTTGGNQPQHF. The epitope is LPRRSGAAGA.